The task is: Predict the reaction yield, written as a fraction of the theoretical maximum amount of product (1.0 means a 100% yield; for example, 0.34 means a 34% yield).. This data is from Reaction yield outcomes from USPTO patents with 853,638 reactions. (1) The reactants are [NH2:1][C:2]1[S:6][C:5]([S:7][C:8]2[C:17]3[C:12](=[CH:13][C:14]([O:21][CH3:22])=[C:15]([C:18]([NH2:20])=[O:19])[CH:16]=3)[N:11]=[CH:10][CH:9]=2)=[CH:4][CH:3]=1.[C:23]1([N:29]=[C:30]=[O:31])[CH:28]=[CH:27][CH:26]=[CH:25][CH:24]=1.O. The catalyst is CN(C)C=O.C(OCC)(=O)C.CCCCCC. The product is [CH3:22][O:21][C:14]1[CH:13]=[C:12]2[C:17]([C:8]([S:7][C:5]3[S:6][C:2]([NH:1][C:30]([NH:29][C:23]4[CH:28]=[CH:27][CH:26]=[CH:25][CH:24]=4)=[O:31])=[CH:3][CH:4]=3)=[CH:9][CH:10]=[N:11]2)=[CH:16][C:15]=1[C:18]([NH2:20])=[O:19]. The yield is 0.370. (2) The reactants are [C:1]([O:5][C:6]([NH:8][C@@H:9]1[CH2:14][CH2:13][CH2:12][N:11]([C:15]([O:17][CH2:18][C:19]2[CH:24]=[CH:23][CH:22]=[CH:21][CH:20]=2)=[O:16])[CH2:10]1)=[O:7])([CH3:4])([CH3:3])[CH3:2].[H-].[Na+].I[CH3:28].O. The catalyst is CN(C=O)C. The product is [C:1]([O:5][C:6]([N:8]([CH3:28])[C@@H:9]1[CH2:14][CH2:13][CH2:12][N:11]([C:15]([O:17][CH2:18][C:19]2[CH:24]=[CH:23][CH:22]=[CH:21][CH:20]=2)=[O:16])[CH2:10]1)=[O:7])([CH3:4])([CH3:2])[CH3:3]. The yield is 0.790. (3) The reactants are [Cl:1][CH:2]([CH3:28])[CH:3]([NH:15][C:16]([CH:18]1[CH2:24][CH2:23][CH:22]([CH2:25][CH2:26][CH3:27])[CH2:21][CH2:20][NH:19]1)=[O:17])[CH:4]1[CH:9]([OH:10])[CH:8]([OH:11])[CH:7]([OH:12])[CH:6]([S:13][CH3:14])[O:5]1.[N+](C1C=CC([O:38][C:39](=O)[O:40][CH2:41][C:42]2[O:43][C:44](=[O:48])[O:45][C:46]=2[CH3:47])=CC=1)([O-])=O. The catalyst is CN(C=O)C. The product is [CH3:47][C:46]1[O:45][C:44](=[O:48])[O:43][C:42]=1[CH2:41][O:40][C:39]([N:19]1[CH2:20][CH2:21][CH:22]([CH2:25][CH2:26][CH3:27])[CH2:23][CH2:24][CH:18]1[C:16](=[O:17])[NH:15][CH:3]([CH:4]1[CH:9]([OH:10])[CH:8]([OH:11])[CH:7]([OH:12])[CH:6]([S:13][CH3:14])[O:5]1)[CH:2]([Cl:1])[CH3:28])=[O:38]. The yield is 0.330.